This data is from Forward reaction prediction with 1.9M reactions from USPTO patents (1976-2016). The task is: Predict the product of the given reaction. (1) Given the reactants Br[C:2]1[CH:3]=[N:4][CH:5]=[CH:6][CH:7]=1.[S:8]1[C:12]([Sn](C)(C)C)=[CH:11][N:10]=[CH:9]1, predict the reaction product. The product is: [S:8]1[C:12]([C:2]2[CH:3]=[N:4][CH:5]=[CH:6][CH:7]=2)=[CH:11][N:10]=[CH:9]1. (2) Given the reactants [OH:1][C:2]1[CH:10]=[CH:9][C:8]2[N:7]3[CH2:11][CH2:12][CH:13]([CH2:14][C:15]([O:17][C:18]([CH3:21])([CH3:20])[CH3:19])=[O:16])[CH:6]3[CH2:5][C:4]=2[CH:3]=1, predict the reaction product. The product is: [OH:1][C:2]1[CH:10]=[CH:9][C:8]2[N:7]3[CH2:11][CH2:12][CH:13]([CH2:14][C:15]([O:17][C:18]([CH3:21])([CH3:20])[CH3:19])=[O:16])[C:6]3=[CH:5][C:4]=2[CH:3]=1. (3) Given the reactants [CH3:1][N:2]([CH2:16][C:17]1[CH:18]=[C:19]2[C:24](=[CH:25][CH:26]=1)[N:23]=[CH:22][CH:21]=[N:20]2)[C:3]([C:5]1[S:6][C:7]([CH:10]([OH:15])[C:11]([F:14])([F:13])[F:12])=[CH:8][N:9]=1)=[O:4].CC(OI1(OC(C)=O)(OC(C)=O)OC(=O)C2C=CC=CC1=2)=O, predict the reaction product. The product is: [CH3:1][N:2]([CH2:16][C:17]1[CH:18]=[C:19]2[C:24](=[CH:25][CH:26]=1)[N:23]=[CH:22][CH:21]=[N:20]2)[C:3]([C:5]1[S:6][C:7]([C:10](=[O:15])[C:11]([F:14])([F:13])[F:12])=[CH:8][N:9]=1)=[O:4]. (4) Given the reactants C1([CH2:14][CH2:15][C:16]([OH:18])=[O:17])C2NC3C(=CC=CC=3)C=2C=CC=1.[C:19]1(CCO)[C:31]2[NH:30][C:29]3[C:24](=[CH:25][CH:26]=[CH:27][CH:28]=3)[C:23]=2[CH:22]=[CH:21][CH:20]=1.[CH:35]1(N=C=N[CH:35]2[CH2:40]CC[CH2:37][CH2:36]2)[CH2:40]CC[CH2:37][CH2:36]1.[CH2:50]([N:52]([C:55]1[CH:60]=[CH:59][CH:58]=[CH:57]N=1)[CH2:53][CH3:54])[CH3:51].Cl[CH2:62]Cl, predict the reaction product. The product is: [CH:28]1[C:29]2[N:30]([CH2:14][CH2:15][C:16]([O:18][CH2:54][CH2:53][N:52]3[C:50]4[CH:51]=[CH:62][CH:57]=[CH:58][C:59]=4[C:60]4[C:55]3=[CH:40][CH:35]=[CH:36][CH:37]=4)=[O:17])[C:31]3[C:23](=[CH:22][CH:21]=[CH:20][CH:19]=3)[C:24]=2[CH:25]=[CH:26][CH:27]=1. (5) Given the reactants [C:1]1([S:7][CH2:8][C@H:9]([NH:14][C:15]2[CH:20]=[CH:19][C:18]([S:21](=[O:24])(=[O:23])[NH2:22])=[CH:17][C:16]=2[S:25]([C:28]([F:31])([F:30])[F:29])(=[O:27])=[O:26])[CH2:10][C:11](O)=[O:12])[CH:6]=[CH:5][CH:4]=[CH:3][CH:2]=1.[Si:32]([O:49][CH2:50][CH2:51][NH:52][CH2:53][CH2:54][O:55][Si:56]([C:69]([CH3:72])([CH3:71])[CH3:70])([C:63]1[CH:68]=[CH:67][CH:66]=[CH:65][CH:64]=1)[C:57]1[CH:62]=[CH:61][CH:60]=[CH:59][CH:58]=1)([C:45]([CH3:48])([CH3:47])[CH3:46])([C:39]1[CH:44]=[CH:43][CH:42]=[CH:41][CH:40]=1)[C:33]1[CH:38]=[CH:37][CH:36]=[CH:35][CH:34]=1, predict the reaction product. The product is: [Si:32]([O:49][CH2:50][CH2:51][N:52]([CH2:53][CH2:54][O:55][Si:56]([C:69]([CH3:72])([CH3:71])[CH3:70])([C:63]1[CH:68]=[CH:67][CH:66]=[CH:65][CH:64]=1)[C:57]1[CH:58]=[CH:59][CH:60]=[CH:61][CH:62]=1)[C:11](=[O:12])[CH2:10][C@@H:9]([NH:14][C:15]1[CH:20]=[CH:19][C:18]([S:21](=[O:23])(=[O:24])[NH2:22])=[CH:17][C:16]=1[S:25]([C:28]([F:29])([F:31])[F:30])(=[O:27])=[O:26])[CH2:8][S:7][C:1]1[CH:6]=[CH:5][CH:4]=[CH:3][CH:2]=1)([C:45]([CH3:46])([CH3:47])[CH3:48])([C:39]1[CH:44]=[CH:43][CH:42]=[CH:41][CH:40]=1)[C:33]1[CH:34]=[CH:35][CH:36]=[CH:37][CH:38]=1. (6) Given the reactants Cl[C:2]([O:4][C:5]1[CH:10]=[CH:9][C:8]([O:11][C:12]2[CH:17]=[CH:16][C:15]([C:18]([F:21])([F:20])[F:19])=[CH:14][N:13]=2)=[CH:7][CH:6]=1)=[O:3].[NH2:22][CH2:23][CH:24]1[CH2:29][CH2:28][NH:27][CH2:26][CH2:25]1, predict the reaction product. The product is: [F:19][C:18]([F:21])([F:20])[C:15]1[CH:16]=[CH:17][C:12]([O:11][C:8]2[CH:9]=[CH:10][C:5]([O:4][C:2]([N:27]3[CH2:28][CH2:29][CH:24]([CH2:23][NH2:22])[CH2:25][CH2:26]3)=[O:3])=[CH:6][CH:7]=2)=[N:13][CH:14]=1. (7) Given the reactants [Br:1]Br.[O:3]1[CH:7]=[CH:6][CH:5]=[C:4]1[C:8]1[C:9]([NH2:14])=[N:10][CH:11]=[CH:12][CH:13]=1.CCCCCC.C(OCC)(=O)C, predict the reaction product. The product is: [BrH:1].[Br:1][C:7]1[O:3][C:4]([C:8]2[C:9]([NH2:14])=[N:10][CH:11]=[CH:12][CH:13]=2)=[CH:5][CH:6]=1.